This data is from Reaction yield outcomes from USPTO patents with 853,638 reactions. The task is: Predict the reaction yield, written as a fraction of the theoretical maximum amount of product (1.0 means a 100% yield; for example, 0.34 means a 34% yield). (1) The reactants are [CH2:1]([C:3]([C:21]1[S:25][C:24]2[CH:26]=[C:27]([OH:30])[CH:28]=[CH:29][C:23]=2[CH:22]=1)([C:6]1[CH:11]=[CH:10][C:9]([O:12][CH2:13][C:14]([CH2:18][CH3:19])([OH:17])[CH2:15][CH3:16])=[C:8]([CH3:20])[CH:7]=1)[CH2:4][CH3:5])[CH3:2].ClCCl.CCN(CC)CC.[F:41][C:42]([F:55])([F:54])[S:43](O[S:43]([C:42]([F:55])([F:54])[F:41])(=[O:45])=[O:44])(=[O:45])=[O:44]. The catalyst is C(OCC)C. The product is [CH2:1]([C:3]([C:21]1[S:25][C:24]2[CH:26]=[C:27]([O:30][S:43]([C:42]([F:55])([F:54])[F:41])(=[O:45])=[O:44])[CH:28]=[CH:29][C:23]=2[CH:22]=1)([C:6]1[CH:11]=[CH:10][C:9]([O:12][CH2:13][C:14]([CH2:15][CH3:16])([OH:17])[CH2:18][CH3:19])=[C:8]([CH3:20])[CH:7]=1)[CH2:4][CH3:5])[CH3:2]. The yield is 0.850. (2) The reactants are [N:1]1[CH:6]=[CH:5][CH:4]=[CH:3][C:2]=1[S:7]([O-:9])=[O:8].[Na+].ClN1C(=O)CCC1=O.S(Cl)(Cl)(=O)=O.[NH2:24][C:25]1[C:26]([F:47])=[C:27]([C:31]2[N:32]=[C:33]([C:43]([CH3:46])([CH3:45])[CH3:44])[S:34][C:35]=2[C:36]2[CH:41]=[CH:40][N:39]=[C:38]([NH2:42])[N:37]=2)[CH:28]=[CH:29][CH:30]=1.N1C=CC=CC=1. The catalyst is ClCCl. The product is [NH2:42][C:38]1[N:37]=[C:36]([C:35]2[S:34][C:33]([C:43]([CH3:45])([CH3:46])[CH3:44])=[N:32][C:31]=2[C:27]2[C:26]([F:47])=[C:25]([NH:24][S:7]([C:2]3[CH:3]=[CH:4][CH:5]=[CH:6][N:1]=3)(=[O:9])=[O:8])[CH:30]=[CH:29][CH:28]=2)[CH:41]=[CH:40][N:39]=1. The yield is 0.120. (3) The reactants are [CH2:1]([O:8][C:9]([N:11]1[CH2:15][CH2:14][CH2:13][CH:12]1[C:16]1[NH:17][C:18]([C:21]2[CH:26]=[CH:25][C:24](Br)=[CH:23][CH:22]=2)=[CH:19][N:20]=1)=[O:10])[C:2]1[CH:7]=[CH:6][CH:5]=[CH:4][CH:3]=1.[C:28]([O:32][C:33]([NH:35][C:36]1[CH:37]=[C:38](B(O)O)[CH:39]=[CH:40][CH:41]=1)=[O:34])([CH3:31])([CH3:30])[CH3:29].C([O-])([O-])=O.[K+].[K+].N#N. The catalyst is C1C=CC([P]([Pd]([P](C2C=CC=CC=2)(C2C=CC=CC=2)C2C=CC=CC=2)([P](C2C=CC=CC=2)(C2C=CC=CC=2)C2C=CC=CC=2)[P](C2C=CC=CC=2)(C2C=CC=CC=2)C2C=CC=CC=2)(C2C=CC=CC=2)C2C=CC=CC=2)=CC=1.COCCOC. The product is [CH2:1]([O:8][C:9]([N:11]1[CH2:15][CH2:14][CH2:13][CH:12]1[C:16]1[NH:17][C:18]([C:21]2[CH:26]=[CH:25][C:24]([C:38]3[CH:39]=[CH:40][CH:41]=[C:36]([NH:35][C:33]([O:32][C:28]([CH3:31])([CH3:30])[CH3:29])=[O:34])[CH:37]=3)=[CH:23][CH:22]=2)=[CH:19][N:20]=1)=[O:10])[C:2]1[CH:7]=[CH:6][CH:5]=[CH:4][CH:3]=1. The yield is 0.640. (4) The reactants are [Br:1][C:2]1[CH:7]=[CH:6][C:5](I)=[CH:4][CH:3]=1.C([Mg]Cl)(C)C.[CH:14]12[S:22][CH:18]([CH2:19][CH2:20][CH2:21]1)[CH2:17][CH:16]([CH:23]=[O:24])[CH2:15]2. The catalyst is C1COCC1. The product is [Br:1][C:2]1[CH:7]=[CH:6][C:5]([CH:23]([CH:16]2[CH2:17][CH:18]3[S:22][CH:14]([CH2:21][CH2:20][CH2:19]3)[CH2:15]2)[OH:24])=[CH:4][CH:3]=1. The yield is 0.610. (5) The reactants are [I:1][C:2]1[CH:10]=[CH:9][C:5]([C:6](Cl)=[O:7])=[CH:4][CH:3]=1.C([C:14]1[CH:19]=[CH:18][C:17]([O:20][CH3:21])=[CH:16][CH:15]=1)(C)C.[Cl-].[Al+3].[Cl-].[Cl-].CC[O:28]C(C)=O. The catalyst is ClCCCl. The product is [OH:28][C:14]1[CH:19]=[CH:18][C:17]([O:20][CH3:21])=[CH:16][C:15]=1[C:6]([C:5]1[CH:9]=[CH:10][C:2]([I:1])=[CH:3][CH:4]=1)=[O:7]. The yield is 0.950. (6) The product is [Cl:45][C:46]1[CH:51]=[CH:50][C:49]([S:52]([O:5][CH2:4][CH2:3][CH2:2][NH:1][C:14]([O:16][C:17]([CH3:18])([CH3:19])[CH3:20])=[O:15])(=[O:54])=[O:53])=[CH:48][CH:47]=1. The reactants are [NH2:1][CH2:2][CH2:3][CH2:4][OH:5].[C:14](O[C:14]([O:16][C:17]([CH3:20])([CH3:19])[CH3:18])=[O:15])([O:16][C:17]([CH3:20])([CH3:19])[CH3:18])=[O:15].CCCC(C)C.[Mn]([O-])(=O)(=O)=O.[K+].C(N(CC)CC)C.Cl.CN(C)C.[Cl:45][C:46]1[CH:51]=[CH:50][C:49]([S:52](Cl)(=[O:54])=[O:53])=[CH:48][CH:47]=1. The yield is 0.320. The catalyst is C(Cl)Cl.O.C(OCC)(=O)C.